Regression. Given a peptide amino acid sequence and an MHC pseudo amino acid sequence, predict their binding affinity value. This is MHC class II binding data. From a dataset of Peptide-MHC class II binding affinity with 134,281 pairs from IEDB. (1) The peptide sequence is IGAGLIFPRFEQLLE. The MHC is HLA-DPA10301-DPB10402 with pseudo-sequence HLA-DPA10301-DPB10402. The binding affinity (normalized) is 0.210. (2) The peptide sequence is NCVLKKSTNGLRIKS. The MHC is HLA-DPA10301-DPB10402 with pseudo-sequence HLA-DPA10301-DPB10402. The binding affinity (normalized) is 0.524. (3) The peptide sequence is EVYTQLCDHRLMSAA. The MHC is DRB1_0401 with pseudo-sequence DRB1_0401. The binding affinity (normalized) is 0.425. (4) The peptide sequence is ATKVAATAANAAPAN. The MHC is HLA-DPA10103-DPB10301 with pseudo-sequence HLA-DPA10103-DPB10301. The binding affinity (normalized) is 0.539. (5) The peptide sequence is HMAKEDLVANQPNLK. The MHC is DRB1_0404 with pseudo-sequence DRB1_0404. The binding affinity (normalized) is 0.122. (6) The peptide sequence is ASAAILGHDGTVWAQ. The MHC is DRB1_1101 with pseudo-sequence DRB1_1101. The binding affinity (normalized) is 0.0329. (7) The peptide sequence is MGKATTEEQKLIEDV. The MHC is DRB1_0901 with pseudo-sequence DRB1_0901. The binding affinity (normalized) is 0.278.